This data is from Full USPTO retrosynthesis dataset with 1.9M reactions from patents (1976-2016). The task is: Predict the reactants needed to synthesize the given product. (1) Given the product [CH3:29][C@H:30]([NH2:37])[C:31]1[CH:36]=[CH:35][CH:34]=[CH:33][CH:32]=1.[C:1]([O:5][C:6](=[O:28])[CH2:7][C@@H:8]([CH2:12][CH2:13][CH2:14][C:15]1[CH:20]=[CH:19][C:18]([C:21]2[CH:22]=[CH:23][CH:24]=[CH:25][CH:26]=2)=[C:17]([CH3:27])[CH:16]=1)[C:9]([OH:11])=[O:10])([CH3:3])([CH3:4])[CH3:2], predict the reactants needed to synthesize it. The reactants are: [C:1]([O:5][C:6](=[O:28])[CH2:7][C@@H:8]([CH2:12][CH2:13][CH2:14][C:15]1[CH:20]=[CH:19][C:18]([C:21]2[CH:26]=[CH:25][CH:24]=[CH:23][CH:22]=2)=[C:17]([CH3:27])[CH:16]=1)[C:9]([OH:11])=[O:10])([CH3:4])([CH3:3])[CH3:2].[CH3:29][C@H:30]([NH2:37])[C:31]1[CH:36]=[CH:35][CH:34]=[CH:33][CH:32]=1.C1(N)CCCCC1.C(OC(=O)C[C@@H](CCCC1C=CC(C2C=CC=CC=2)=C(C)C=1)C(O)=O)(C)(C)C.C(O)(=O)CC(CC(O)=O)(C(O)=O)O. (2) Given the product [OH:19][CH2:18][CH2:17][O:16][C:15]1[C:20]([CH3:22])=[CH:21][C:12]([C:10]2[NH:11][C:2](=[O:29])[C:3]3[C:4]([O:26][CH3:27])=[CH:5][C:6]([O:24][CH3:25])=[N:7][C:8]=3[CH:9]=2)=[CH:13][C:14]=1[CH3:23], predict the reactants needed to synthesize it. The reactants are: N[C:2]1[N:11]=[C:10]([C:12]2[CH:21]=[C:20]([CH3:22])[C:15]([O:16][CH2:17][CH2:18][OH:19])=[C:14]([CH3:23])[CH:13]=2)[CH:9]=[C:8]2[C:3]=1[C:4]([O:26][CH3:27])=[CH:5][C:6]([O:24][CH3:25])=[N:7]2.N([O-])=[O:29].[Na+]. (3) Given the product [F:15][C:8]1[C:9]([F:14])=[CH:10][CH:11]=[C:12]([F:13])[C:7]=1[C:2](=[CH2:6])[C:3](=[O:5])[CH3:4], predict the reactants needed to synthesize it. The reactants are: O[C:2]([C:7]1[C:12]([F:13])=[CH:11][CH:10]=[C:9]([F:14])[C:8]=1[F:15])([CH3:6])[C:3](=[O:5])[CH3:4].OS(O)(=O)=O. (4) Given the product [C:24]([C:28]1[CH:33]=[CH:32][C:31]([S:34]([NH:21][C:18]2[CH:19]=[CH:20][C:15]([CH2:14][N:7]3[C:8]4[C:13](=[CH:12][CH:11]=[CH:10][CH:9]=4)[C:5]([C:3]([OH:2])=[O:4])=[CH:6]3)=[CH:16][CH:17]=2)(=[O:36])=[O:35])=[CH:30][CH:29]=1)([CH3:27])([CH3:25])[CH3:26], predict the reactants needed to synthesize it. The reactants are: C[O:2][C:3]([C:5]1[C:13]2[C:8](=[CH:9][CH:10]=[CH:11][CH:12]=2)[N:7]([CH2:14][C:15]2[CH:20]=[CH:19][C:18]([N+:21]([O-])=O)=[CH:17][CH:16]=2)[CH:6]=1)=[O:4].[C:24]([C:28]1[CH:33]=[CH:32][C:31]([S:34](Cl)(=[O:36])=[O:35])=[CH:30][CH:29]=1)([CH3:27])([CH3:26])[CH3:25].C(O)(C(F)(F)F)=O. (5) The reactants are: Br[CH2:2][C:3]1[CH:12]=[CH:11][C:6]([C:7]([O:9][CH3:10])=[O:8])=[CH:5][CH:4]=1.[C-:13]#[N:14].[Na+]. Given the product [CH3:10][O:9][C:7](=[O:8])[C:6]1[CH:11]=[CH:12][C:3]([CH2:2][C:13]#[N:14])=[CH:4][CH:5]=1, predict the reactants needed to synthesize it. (6) The reactants are: [CH3:1][C:2]1[CH:3]=[C:4]([CH:9]=[CH:10][C:11]=1[NH:12][C:13](=[O:18])[CH2:14][CH2:15][CH:16]=[CH2:17])[C:5]([O:7][CH3:8])=[O:6].[K].[CH3:20][C:21](C)([O-])[CH3:22].C(Br)C=C.O. Given the product [CH2:22]([N:12]([C:13](=[O:18])[CH2:14][CH2:15][CH:16]=[CH2:17])[C:11]1[CH:10]=[CH:9][C:4]([C:5]([O:7][CH3:8])=[O:6])=[CH:3][C:2]=1[CH3:1])[CH:21]=[CH2:20], predict the reactants needed to synthesize it. (7) Given the product [F:1][C:2]1[CH:3]=[C:4]([CH:42]=[CH:43][CH:44]=1)[CH2:5][N:6]1[C:10]([CH3:11])=[C:9]([C:12]2[C:20]3[C:15](=[N:16][CH:17]=[C:18]([C:21]4[CH:40]=[CH:39][CH:38]=[C:23]([CH2:24][CH:25]5[CH2:30][CH2:29][NH:28][CH2:27][CH2:26]5)[CH:22]=4)[CH:19]=3)[NH:14][CH:13]=2)[C:8]([CH3:41])=[N:7]1, predict the reactants needed to synthesize it. The reactants are: [F:1][C:2]1[CH:3]=[C:4]([CH:42]=[CH:43][CH:44]=1)[CH2:5][N:6]1[C:10]([CH3:11])=[C:9]([C:12]2[C:20]3[C:15](=[N:16][CH:17]=[C:18]([C:21]4[CH:22]=[C:23]([CH:38]=[CH:39][CH:40]=4)[CH2:24][CH:25]4[CH2:30][CH2:29][N:28](C(OC(C)(C)C)=O)[CH2:27][CH2:26]4)[CH:19]=3)[NH:14][CH:13]=2)[C:8]([CH3:41])=[N:7]1.